From a dataset of NCI-60 drug combinations with 297,098 pairs across 59 cell lines. Regression. Given two drug SMILES strings and cell line genomic features, predict the synergy score measuring deviation from expected non-interaction effect. (1) Drug 1: C1=NC2=C(N=C(N=C2N1C3C(C(C(O3)CO)O)F)Cl)N. Drug 2: C1=CN(C=N1)CC(O)(P(=O)(O)O)P(=O)(O)O. Cell line: DU-145. Synergy scores: CSS=4.97, Synergy_ZIP=0.607, Synergy_Bliss=0.897, Synergy_Loewe=-6.65, Synergy_HSA=-2.74. (2) Drug 1: CCC1=C2CN3C(=CC4=C(C3=O)COC(=O)C4(CC)O)C2=NC5=C1C=C(C=C5)O. Drug 2: C1C(C(OC1N2C=NC3=C2NC=NCC3O)CO)O. Cell line: SK-OV-3. Synergy scores: CSS=30.1, Synergy_ZIP=-5.19, Synergy_Bliss=0.518, Synergy_Loewe=-30.0, Synergy_HSA=0.504. (3) Drug 1: CC(C1=C(C=CC(=C1Cl)F)Cl)OC2=C(N=CC(=C2)C3=CN(N=C3)C4CCNCC4)N. Drug 2: CCC1(CC2CC(C3=C(CCN(C2)C1)C4=CC=CC=C4N3)(C5=C(C=C6C(=C5)C78CCN9C7C(C=CC9)(C(C(C8N6C)(C(=O)OC)O)OC(=O)C)CC)OC)C(=O)OC)O.OS(=O)(=O)O. Cell line: MALME-3M. Synergy scores: CSS=34.7, Synergy_ZIP=0.662, Synergy_Bliss=3.55, Synergy_Loewe=-8.92, Synergy_HSA=2.96.